From a dataset of Catalyst prediction with 721,799 reactions and 888 catalyst types from USPTO. Predict which catalyst facilitates the given reaction. (1) Reactant: [NH2:1][C:2]1[CH:3]=[CH:4][C:5]([Cl:18])=[C:6]([CH2:8][S:9][C:10]2[N:15]=[C:14]([OH:16])[CH:13]=[C:12]([CH3:17])[N:11]=2)[CH:7]=1.Cl.O1CCOCC1. Product: [ClH:18].[NH2:1][C:2]1[CH:3]=[CH:4][C:5]([Cl:18])=[C:6]([CH2:8][S:9][C:10]2[N:15]=[C:14]([OH:16])[CH:13]=[C:12]([CH3:17])[N:11]=2)[CH:7]=1. The catalyst class is: 5. (2) Reactant: [F:1][C:2]1([F:14])[CH2:7][CH2:6][CH:5]([C:8](N(OC)C)=[O:9])[CH2:4][CH2:3]1.[H-].[H-].[H-].[H-].[Li+].[Al+3]. Product: [F:1][C:2]1([F:14])[CH2:7][CH2:6][CH:5]([CH:8]=[O:9])[CH2:4][CH2:3]1. The catalyst class is: 1. (3) Reactant: Br[CH2:2][C:3]1[CH:8]=[CH:7][CH:6]=[CH:5][C:4]=1[N:9]1[C:13](=[O:14])[N:12]([CH3:15])[N:11]=[N:10]1.[OH:16][C:17]1[CH:22]=[CH:21][C:20]([C:23](=[O:26])[CH2:24][CH3:25])=[CH:19][C:18]=1[CH3:27].C(=O)([O-])[O-].[K+].[K+]. Product: [CH3:15][N:12]1[C:13](=[O:14])[N:9]([C:4]2[CH:5]=[CH:6][CH:7]=[CH:8][C:3]=2[CH2:2][O:16][C:17]2[CH:22]=[CH:21][C:20]([C:23](=[O:26])[CH2:24][CH3:25])=[CH:19][C:18]=2[CH3:27])[N:10]=[N:11]1. The catalyst class is: 10. (4) Reactant: [N:1]1([C:11]([C:13]2[CH:17]=[C:16]([CH:18]3[CH2:23][CH2:22][NH:21][CH2:20][CH2:19]3)[S:15][CH:14]=2)=[O:12])[C@@H:10]2[C@@H:5]([CH2:6][CH2:7][CH2:8][CH2:9]2)[CH2:4][CH2:3][CH2:2]1.[C:24](=O)([O-:26])[O-:25].[K+].[K+].Br[CH2:31][CH2:32][OH:33]. Product: [CH:24]([O-:26])=[O:25].[OH:33][CH2:32][CH2:31][N@H+:21]1[CH2:20][CH2:19][C@@H:18]([C:16]2[S:15][CH:14]=[C:13]([C:11]([N:1]3[CH:10]4[CH:5]([CH2:6][CH2:7][CH2:8][CH2:9]4)[CH2:4][CH2:3][CH2:2]3)=[O:12])[CH:17]=2)[CH2:23][CH2:22]1. The catalyst class is: 23.